This data is from Forward reaction prediction with 1.9M reactions from USPTO patents (1976-2016). The task is: Predict the product of the given reaction. (1) Given the reactants [H-].[Na+].[C:3]([C:6]1[CH:7]=[C:8]2[C:13](=[CH:14][CH:15]=1)[NH:12][C:11](=[O:16])[CH2:10][C:9]2([CH3:18])[CH3:17])(=[O:5])[CH3:4].I[CH2:20][CH2:21][CH2:22][CH2:23][CH2:24][CH2:25][CH3:26], predict the reaction product. The product is: [CH2:20]([N:12]1[C:13]2[C:8](=[CH:7][C:6]([C:3](=[O:5])[CH3:4])=[CH:15][CH:14]=2)[C:9]([CH3:18])([CH3:17])[CH2:10][C:11]1=[O:16])[CH2:21][CH2:22][CH2:23][CH2:24][CH2:25][CH3:26]. (2) Given the reactants C1(C)C=CC(C([C@](C(O)=O)(O)[C@](C(C2C=CC(C)=CC=2)=O)(O)C(O)=O)=O)=CC=1.[Cl:29][C:30]1[CH:31]=[C:32]([C@:36]2([OH:45])[O:41][CH2:40][C:39]([CH3:43])([CH3:42])[NH:38][C@H:37]2[CH3:44])[CH:33]=[CH:34][CH:35]=1.C(OCC)(=O)C.[OH-].[NH4+], predict the reaction product. The product is: [Cl:29][C:30]1[CH:31]=[C:32]([C@:36]2([OH:45])[O:41][CH2:40][C:39]([CH3:42])([CH3:43])[NH:38][C@H:37]2[CH3:44])[CH:33]=[CH:34][CH:35]=1.